Dataset: Full USPTO retrosynthesis dataset with 1.9M reactions from patents (1976-2016). Task: Predict the reactants needed to synthesize the given product. (1) Given the product [ClH:23].[N:1]1[CH:6]=[CH:5][C:4]([C:7]2[S:8][C:9]3[CH2:10][NH:11][CH2:12][CH2:13][C:14]=3[N:15]=2)=[CH:3][CH:2]=1, predict the reactants needed to synthesize it. The reactants are: [N:1]1[CH:6]=[CH:5][C:4]([C:7]2[S:8][C:9]3[CH2:10][N:11](C(OCC)=O)[CH2:12][CH2:13][C:14]=3[N:15]=2)=[CH:3][CH:2]=1.[OH-].[K+].[ClH:23]. (2) Given the product [Cl:3][CH2:22][CH2:21][CH2:20][CH2:19][CH2:18][CH2:17][CH2:16][CH2:15][CH2:14][CH2:13][CH2:12][CH2:11][C:7]1[CH:6]=[N:5][CH:10]=[CH:9][CH:8]=1, predict the reactants needed to synthesize it. The reactants are: S(Cl)([Cl:3])=O.[N:5]1[CH:10]=[CH:9][CH:8]=[C:7]([CH2:11][CH2:12][CH2:13][CH2:14][CH2:15][CH2:16][CH2:17][CH2:18][CH2:19][CH2:20][CH2:21][CH2:22]O)[CH:6]=1.C(=O)([O-])[O-].[K+].[K+].